This data is from Forward reaction prediction with 1.9M reactions from USPTO patents (1976-2016). The task is: Predict the product of the given reaction. (1) Given the reactants [F:1][C:2]1[CH:15]=[CH:14][C:5]([CH2:6][C:7]2[C:8]([CH3:13])=[N:9][NH:10][C:11]=2[CH3:12])=[CH:4][CH:3]=1.[F:16][C:17]([F:28])([F:27])[C:18]1[CH:19]=[C:20]([CH:23]=[CH:24][C:25]=1F)[C:21]#[N:22], predict the reaction product. The product is: [F:1][C:2]1[CH:15]=[CH:14][C:5]([CH2:6][C:7]2[C:11]([CH3:12])=[N:10][N:9]([C:25]3[CH:24]=[CH:23][C:20]([C:21]#[N:22])=[CH:19][C:18]=3[C:17]([F:16])([F:28])[F:27])[C:8]=2[CH3:13])=[CH:4][CH:3]=1. (2) Given the reactants [CH:1]1([NH:7][C:8]([C:10]2[C:19]3[C:14](=[CH:15][CH:16]=[CH:17][CH:18]=3)[C:13]([S:20](=[O:29])(=[O:28])[NH:21][CH:22]3[CH2:27][CH2:26][NH:25][CH2:24][CH2:23]3)=[CH:12][CH:11]=2)=[O:9])[CH2:6][CH2:5][CH2:4][CH2:3][CH2:2]1.[CH2:30]([N:32]=[C:33]=[O:34])[CH3:31].Cl[C:36](OCC)=O, predict the reaction product. The product is: [CH2:30]([NH:32][C:33]([N:25]1[CH2:24][CH2:23][CH:22]([NH:21][S:20]([C:13]2[C:14]3[C:19](=[CH:18][CH:17]=[CH:16][CH:15]=3)[C:10]([C:8](=[O:9])[NH:7][C:1]3[CH:6]=[CH:5][CH:4]=[CH:3][C:2]=3[CH3:36])=[CH:11][CH:12]=2)(=[O:29])=[O:28])[CH2:27][CH2:26]1)=[O:34])[CH3:31].